The task is: Predict the reactants needed to synthesize the given product.. This data is from Full USPTO retrosynthesis dataset with 1.9M reactions from patents (1976-2016). (1) Given the product [Si:1]([O:8][C:9]1[CH:14]=[CH:13][C:12]([NH:15][C:25]2[CH:24]=[C:19]([CH:18]=[CH:17][C:26]=2[C:27]2([CH3:32])[O:28][CH2:29][CH2:30][O:31]2)[C:20]([O:22][CH3:23])=[O:21])=[CH:11][CH:10]=1)([C:4]([CH3:7])([CH3:6])[CH3:5])([CH3:3])[CH3:2], predict the reactants needed to synthesize it. The reactants are: [Si:1]([O:8][C:9]1[CH:14]=[CH:13][C:12]([NH2:15])=[CH:11][CH:10]=1)([C:4]([CH3:7])([CH3:6])[CH3:5])([CH3:3])[CH3:2].Br[C:17]1[CH:18]=[C:19]([CH:24]=[CH:25][C:26]=1[C:27]1([CH3:32])[O:31][CH2:30][CH2:29][O:28]1)[C:20]([O:22][CH3:23])=[O:21]. (2) Given the product [I:1][C:2]1[CH:9]=[CH:8][C:5]([C:6]2([NH2:7])[CH2:11][CH2:10]2)=[CH:4][CH:3]=1, predict the reactants needed to synthesize it. The reactants are: [I:1][C:2]1[CH:9]=[CH:8][C:5]([C:6]#[N:7])=[CH:4][CH:3]=1.[CH2:10]([Mg]Br)[CH3:11].B(F)(F)F.CCOCC.Cl. (3) The reactants are: [C:1]1([CH2:7][C:8]([OH:10])=[O:9])[CH:6]=[CH:5][CH:4]=[CH:3][CH:2]=1.C(=O)([O-])[O-].[Cs+].[Cs+].Br[CH2:18][C:19]([C:21]1[CH:22]=[N:23][C:24]([C:27]2[CH:32]=[CH:31][CH:30]=[CH:29][CH:28]=2)=[N:25][CH:26]=1)=[O:20].O. Given the product [C:1]1([CH2:7][C:8]([O:10][CH2:18][C:19](=[O:20])[C:21]2[CH:26]=[N:25][C:24]([C:27]3[CH:28]=[CH:29][CH:30]=[CH:31][CH:32]=3)=[N:23][CH:22]=2)=[O:9])[CH:6]=[CH:5][CH:4]=[CH:3][CH:2]=1, predict the reactants needed to synthesize it.